This data is from Forward reaction prediction with 1.9M reactions from USPTO patents (1976-2016). The task is: Predict the product of the given reaction. Given the reactants Cl.Cl[CH2:3][C:4]1[C:5]([O:21][CH3:22])=[N:6][C:7]([NH:10][C:11]2[CH:16]=[CH:15][C:14]([O:17][CH:18]([F:20])[F:19])=[CH:13][CH:12]=2)=[N:8][CH:9]=1.[OH:23][C:24]1[CH:25]=[C:26]2[C:31](=[CH:32][CH:33]=1)[NH:30][C:29](=[O:34])[CH:28]=[CH:27]2.C([O-])([O-])=O.[Cs+].[Cs+], predict the reaction product. The product is: [F:19][CH:18]([F:20])[O:17][C:14]1[CH:15]=[CH:16][C:11]([NH:10][C:7]2[N:6]=[C:5]([O:21][CH3:22])[C:4]([CH2:3][O:23][C:24]3[CH:25]=[C:26]4[C:31](=[CH:32][CH:33]=3)[NH:30][C:29](=[O:34])[CH:28]=[CH:27]4)=[CH:9][N:8]=2)=[CH:12][CH:13]=1.